Dataset: Reaction yield outcomes from USPTO patents with 853,638 reactions. Task: Predict the reaction yield, written as a fraction of the theoretical maximum amount of product (1.0 means a 100% yield; for example, 0.34 means a 34% yield). (1) The catalyst is C1COCC1. The reactants are [Br:1][C:2]1[CH:9]=[C:8](F)[CH:7]=[CH:6][C:3]=1[C:4]#[N:5].[NH2:11][NH2:12].O. The product is [Br:1][C:2]1[CH:9]=[C:8]([NH:11][NH2:12])[CH:7]=[CH:6][C:3]=1[C:4]#[N:5]. The yield is 0.930. (2) The reactants are [Cl:1][C:2]1[N:7]=[C:6]([N:8]2[CH:12]=[C:11]([C:13](OCC)=[O:14])[C:10]([CH3:18])=[N:9]2)[C:5]([F:19])=[CH:4][N:3]=1.[H-].C([Al+]CC(C)C)C(C)C. The product is [Cl:1][C:2]1[N:7]=[C:6]([N:8]2[CH:12]=[C:11]([CH2:13][OH:14])[C:10]([CH3:18])=[N:9]2)[C:5]([F:19])=[CH:4][N:3]=1. The catalyst is O1CCCC1.C1(C)C=CC=CC=1. The yield is 0.900. (3) The reactants are [C:1](#[N:3])[CH3:2].C(NC(C)C)(C)C.[Li].F[B-](F)(F)F.[CH+:17]1[CH:23]=[CH:22][CH:21]=[CH:20][CH:19]=[CH:18]1. The catalyst is O1CCCC1. The product is [CH:22]1([CH2:2][C:1]#[N:3])[CH:21]=[CH:20][CH:19]=[CH:18][CH:17]=[CH:23]1. The yield is 0.250. (4) The reactants are [F:1][C:2]1[CH:15]=[CH:14][C:5]([C:6]([CH:8]2[CH2:13][CH2:12][NH:11][CH2:10][CH2:9]2)=[O:7])=[CH:4][CH:3]=1.[C:16]([O:20][C:21](=[O:29])[NH:22][CH2:23][C@@H:24]1[CH2:26][C@H:25]1[CH:27]=O)([CH3:19])([CH3:18])[CH3:17].C(O[BH-](OC(=O)C)OC(=O)C)(=O)C.[Na+]. The catalyst is ClCCCl. The product is [C:16]([O:20][C:21](=[O:29])[NH:22][CH2:23][C@@H:24]1[CH2:26][C@H:25]1[CH2:27][N:11]1[CH2:12][CH2:13][CH:8]([C:6](=[O:7])[C:5]2[CH:4]=[CH:3][C:2]([F:1])=[CH:15][CH:14]=2)[CH2:9][CH2:10]1)([CH3:19])([CH3:17])[CH3:18]. The yield is 0.600. (5) The reactants are [F:1][C:2]1[CH:7]=[C:6]([F:8])[CH:5]=[CH:4][C:3]=1[C:9]1[C:17]2[C:12](=[CH:13][C:14]([O:18][CH2:19][CH2:20][N:21]3[CH2:26][CH2:25][N:24]([S:27]([CH3:30])(=[O:29])=[O:28])[CH2:23][CH2:22]3)=[CH:15][CH:16]=2)[C:11](=[O:31])[C:10]=1C1C=CC(C)=CC=1.O1CCN(CCOC2C=C3C(C(C4C=CC=CC=4)=C(Br)C3=O)=CC=2)CC1.[F:65][C:66]1[CH:67]=[C:68](B(O)O)[CH:69]=[CH:70][C:71]=1[O:72][CH3:73]. No catalyst specified. The product is [F:65][C:66]1[CH:67]=[C:68]([C:10]2[C:11](=[O:31])[C:12]3[C:17]([C:9]=2[C:3]2[CH:4]=[CH:5][C:6]([F:8])=[CH:7][C:2]=2[F:1])=[CH:16][CH:15]=[C:14]([O:18][CH2:19][CH2:20][N:21]2[CH2:22][CH2:23][N:24]([S:27]([CH3:30])(=[O:29])=[O:28])[CH2:25][CH2:26]2)[CH:13]=3)[CH:69]=[CH:70][C:71]=1[O:72][CH3:73]. The yield is 0.680. (6) The reactants are [Br:1][C:2]1[C:3]([N:22]2[CH2:27][CH2:26][CH2:25][C@@H:24]([NH:28]C(=O)OC(C)(C)C)[CH2:23]2)=[C:4]2[C:10]([NH:11][C:12](=[O:21])[C:13]3[CH:18]=[CH:17][C:16]([F:19])=[C:15]([Cl:20])[CH:14]=3)=[CH:9][NH:8][C:5]2=[N:6][CH:7]=1.C(O)(C(F)(F)F)=O. The catalyst is C(Cl)Cl. The product is [ClH:20].[NH2:28][C@@H:24]1[CH2:25][CH2:26][CH2:27][N:22]([C:3]2[C:2]([Br:1])=[CH:7][N:6]=[C:5]3[NH:8][CH:9]=[C:10]([NH:11][C:12](=[O:21])[C:13]4[CH:18]=[CH:17][C:16]([F:19])=[C:15]([Cl:20])[CH:14]=4)[C:4]=23)[CH2:23]1. The yield is 0.760. (7) The reactants are Cl.Cl.[NH2:3][CH2:4][C@@:5]1([OH:13])[CH:10]2[CH2:11][CH2:12][N:7]([CH2:8][CH2:9]2)[CH2:6]1.C([O-])([O-])=O.[Cs+].[Cs+].[N:20]([C:23]1[CH:28]=[C:27]([O:29][CH3:30])[N:26]=[CH:25][N:24]=1)=[C:21]=S.C(N=C=NC(C)C)(C)C. The catalyst is CN(C)C=O. The product is [CH3:30][O:29][C:27]1[N:26]=[CH:25][N:24]=[C:23]([NH:20][C:21]2[O:13][C@:5]3([CH2:4][N:3]=2)[CH:10]2[CH2:9][CH2:8][N:7]([CH2:12][CH2:11]2)[CH2:6]3)[CH:28]=1. The yield is 0.482. (8) The catalyst is CC(=O)CC.C(OCC)(=O)C. The yield is 0.840. The reactants are [NH:1]1[C:9]2[C:4](=[CH:5][CH:6]=[CH:7][CH:8]=2)[C:3]2([C:13]3=[CH:14][C:15]4[O:19][CH2:18][O:17][C:16]=4[CH:20]=[C:12]3[O:11][CH2:10]2)[C:2]1=[O:21].[Br:22][C:23]1[CH:30]=[CH:29][C:26]([CH2:27]Br)=[CH:25][CH:24]=1.C(=O)([O-])[O-].[Cs+].[Cs+]. The product is [Br:22][C:23]1[CH:30]=[CH:29][C:26]([CH2:27][N:1]2[C:9]3[C:4](=[CH:5][CH:6]=[CH:7][CH:8]=3)[C:3]3([C:13]4=[CH:14][C:15]5[O:19][CH2:18][O:17][C:16]=5[CH:20]=[C:12]4[O:11][CH2:10]3)[C:2]2=[O:21])=[CH:25][CH:24]=1.